From a dataset of Forward reaction prediction with 1.9M reactions from USPTO patents (1976-2016). Predict the product of the given reaction. (1) Given the reactants C1CCC(N=C=NC2CCCCC2)CC1.[CH2:16]([CH:21]1[CH2:26][CH2:25][CH:24]([CH:27]2[CH2:32][CH2:31][CH:30]([C:33]([OH:35])=[O:34])[CH2:29][CH2:28]2)[CH2:23][CH2:22]1)[CH2:17][CH2:18][CH2:19][CH3:20].CN(C1C=CC=CN=1)C.[Br:45][CH2:46][CH2:47][CH2:48]O.C(O)(=O)C(O)=O, predict the reaction product. The product is: [Br:45][CH2:46][CH2:47][CH2:48][O:34][C:33]([CH:30]1[CH2:29][CH2:28][CH:27]([CH:24]2[CH2:25][CH2:26][CH:21]([CH2:16][CH2:17][CH2:18][CH2:19][CH3:20])[CH2:22][CH2:23]2)[CH2:32][CH2:31]1)=[O:35]. (2) Given the reactants [Cl:1][C:2]1[C:3]([O:10][CH3:11])=[CH:4][C:5]([CH:8]=C)=[N:6][CH:7]=1.[O-:12][Mn](=O)(=O)=O.[K+].[OH2:18], predict the reaction product. The product is: [Cl:1][C:2]1[C:3]([O:10][CH3:11])=[CH:4][C:5]([C:8]([OH:12])=[O:18])=[N:6][CH:7]=1. (3) Given the reactants [CH3:1][O:2][C:3]1[CH:10]=[CH:9][C:6]([CH:7]=O)=[CH:5][CH:4]=1.[NH2:11][C:12]1[CH:16]=[CH:15][NH:14][N:13]=1.[F:17][C:18]([F:28])([F:27])[C:19](=O)[CH2:20][C:21]([O:23][CH2:24][CH3:25])=[O:22], predict the reaction product. The product is: [CH3:1][O:2][C:3]1[CH:10]=[CH:9][C:6]([CH:7]2[C:20]([C:21]([O:23][CH2:24][CH3:25])=[O:22])=[C:19]([C:18]([F:17])([F:27])[F:28])[NH:11][C:12]3=[N:13][NH:14][CH:15]=[C:16]23)=[CH:5][CH:4]=1. (4) Given the reactants Br[C:2]1[N:6]2[CH:7]=[CH:8][C:9]([CH:11]=[O:12])=[CH:10][C:5]2=[N:4][CH:3]=1.P([O-])([O-])([O-])=O.[K+].[K+].[K+].CC1(C)C(C)(C)OB([C:29]2[CH:30]=[C:31]([C:35]3[CH:39]=[CH:38][S:37][C:36]=3[C:40]#[N:41])[CH:32]=[CH:33][CH:34]=2)O1, predict the reaction product. The product is: [CH:11]([C:9]1[CH:8]=[CH:7][N:6]2[C:2]([C:33]3[CH:32]=[C:31]([C:35]4[CH:39]=[CH:38][S:37][C:36]=4[C:40]#[N:41])[CH:30]=[CH:29][CH:34]=3)=[CH:3][N:4]=[C:5]2[CH:10]=1)=[O:12]. (5) The product is: [C:1]([O:33][CH:31]([CH3:32])[CH2:30][N:25]1[CH:29]=[CH:28][N:27]=[CH:26]1)(=[O:23])[CH2:2][CH2:3][CH2:4][CH2:5][CH2:6][CH2:7][CH2:8][CH2:9][CH2:10][CH2:11][CH2:12][CH2:13][CH2:14][CH2:15][CH2:16][CH2:17][CH2:18][CH2:19][CH2:20][CH2:21][CH3:22]. Given the reactants [C:1](Cl)(=[O:23])[CH2:2][CH2:3][CH2:4][CH2:5][CH2:6][CH2:7][CH2:8][CH2:9][CH2:10][CH2:11][CH2:12][CH2:13][CH2:14][CH2:15][CH2:16][CH2:17][CH2:18][CH2:19][CH2:20][CH2:21][CH3:22].[N:25]1([CH2:30][CH:31]([OH:33])[CH3:32])[CH:29]=[CH:28][N:27]=[CH:26]1.CN(C)C=O, predict the reaction product. (6) Given the reactants [CH2:1]([O:8][C:9]1[C:10]([OH:16])=[N:11][CH:12]=[C:13]([Br:15])[CH:14]=1)[C:2]1[CH:7]=[CH:6][CH:5]=[CH:4][CH:3]=1.[C:17]([O-])([O-])=O.[Cs+].[Cs+].CI, predict the reaction product. The product is: [CH2:1]([O:8][C:9]1[C:10](=[O:16])[N:11]([CH3:17])[CH:12]=[C:13]([Br:15])[CH:14]=1)[C:2]1[CH:3]=[CH:4][CH:5]=[CH:6][CH:7]=1. (7) Given the reactants [N:1]([C:4]1[CH:12]=[CH:11][C:7]2[NH:8][CH:9]=[N:10][C:6]=2[CH:5]=1)=[C:2]=[S:3].[CH3:13][O:14][C:15]1[C:20]([O:21][CH3:22])=[CH:19][CH:18]=[CH:17][C:16]=1[CH2:23][NH2:24], predict the reaction product. The product is: [CH3:13][O:14][C:15]1[C:20]([O:21][CH3:22])=[CH:19][CH:18]=[CH:17][C:16]=1[CH2:23][NH:24][C:2]([NH:1][C:4]1[CH:12]=[CH:11][C:7]2[NH:8][CH:9]=[N:10][C:6]=2[CH:5]=1)=[S:3].